This data is from Forward reaction prediction with 1.9M reactions from USPTO patents (1976-2016). The task is: Predict the product of the given reaction. (1) Given the reactants C([N:8]([CH2:15][C:16]([O:19][CH3:20])([CH3:18])[CH3:17])[C:9]1[CH:14]=[CH:13][CH:12]=[CH:11][CH:10]=1)C1C=CC=CC=1, predict the reaction product. The product is: [CH3:20][O:19][C:16]([CH3:18])([CH3:17])[CH2:15][NH:8][C:9]1[CH:14]=[CH:13][CH:12]=[CH:11][CH:10]=1. (2) The product is: [F:1][C:2]1[CH:3]=[CH:4][C:5]([N+:9]([O-:11])=[O:10])=[C:6]([O:8][CH3:12])[CH:7]=1. Given the reactants [F:1][C:2]1[CH:3]=[CH:4][C:5]([N+:9]([O-:11])=[O:10])=[C:6]([OH:8])[CH:7]=1.[C:12](=O)([O-])[O-].[K+].[K+].S(OC)(OC)(=O)=O, predict the reaction product.